Dataset: Forward reaction prediction with 1.9M reactions from USPTO patents (1976-2016). Task: Predict the product of the given reaction. (1) Given the reactants [OH-].[K+].[Cl:3][CH:4]=[C:5]1[CH:11]=[CH:10][C:9]2[CH:12]=[C:13]([C:16]([O:18]C)=[O:17])[CH:14]=[CH:15][C:8]=2[O:7][CH2:6]1.Cl, predict the reaction product. The product is: [Cl:3][CH:4]=[C:5]1[CH:11]=[CH:10][C:9]2[CH:12]=[C:13]([C:16]([OH:18])=[O:17])[CH:14]=[CH:15][C:8]=2[O:7][CH2:6]1. (2) Given the reactants C([O:3][C:4](=[O:36])[CH2:5][CH2:6][C:7]1[CH:12]=[CH:11][C:10]([O:13][CH2:14][CH2:15][C@@H:16]([O:18][C:19]2[CH:24]=[CH:23][C:22]([Cl:25])=[CH:21][C:20]=2[O:26][C:27]2[CH:32]=[CH:31][CH:30]=[CH:29][C:28]=2[F:33])[CH3:17])=[CH:9][C:8]=1[CH2:34][CH3:35])C.[OH-].[Na+], predict the reaction product. The product is: [Cl:25][C:22]1[CH:23]=[CH:24][C:19]([O:18][C@@H:16]([CH3:17])[CH2:15][CH2:14][O:13][C:10]2[CH:11]=[CH:12][C:7]([CH2:6][CH2:5][C:4]([OH:36])=[O:3])=[C:8]([CH2:34][CH3:35])[CH:9]=2)=[C:20]([O:26][C:27]2[CH:32]=[CH:31][CH:30]=[CH:29][C:28]=2[F:33])[CH:21]=1. (3) Given the reactants Br[CH2:2][C:3]1[CH:8]=[CH:7][C:6]([C:9]2[CH:13]=[C:12]([C:14]([NH2:16])=[O:15])[O:11][N:10]=2)=[CH:5][CH:4]=1.[C:17]([C:21]1[CH:26]=[CH:25][CH:24]=[CH:23][C:22]=1[OH:27])([CH3:20])([CH3:19])[CH3:18].C([O-])([O-])=O.[K+].[K+], predict the reaction product. The product is: [C:17]([C:21]1[CH:26]=[CH:25][CH:24]=[CH:23][C:22]=1[O:27][CH2:2][C:3]1[CH:8]=[CH:7][C:6]([C:9]2[CH:13]=[C:12]([C:14]([NH2:16])=[O:15])[O:11][N:10]=2)=[CH:5][CH:4]=1)([CH3:20])([CH3:18])[CH3:19].